Dataset: Forward reaction prediction with 1.9M reactions from USPTO patents (1976-2016). Task: Predict the product of the given reaction. (1) Given the reactants [OH:1][C:2]1[N:6]([C:7]2[CH:12]=[C:11]([C:13]#[N:14])[CH:10]=[CH:9][N:8]=2)[N:5]=[CH:4][C:3]=1[CH3:15].[F:16][C:17]1[CH:24]=[CH:23][C:20]([CH2:21]O)=[CH:19][CH:18]=1, predict the reaction product. The product is: [F:16][C:17]1[CH:24]=[CH:23][C:20]([CH2:21][O:1][C:2]2[N:6]([C:7]3[CH:12]=[C:11]([C:13]#[N:14])[CH:10]=[CH:9][N:8]=3)[N:5]=[CH:4][C:3]=2[CH3:15])=[CH:19][CH:18]=1. (2) Given the reactants C(N)C.[Cl:4][C:5]1[C:6]([O:18]COC)=[CH:7][C:8]([O:14]COC)=[C:9]([CH:13]=1)[C:10]([OH:12])=[O:11].CN1CCOCC1.Cl.CN(C)CCCN=C=NCC.ON1C2C=CC=CC=2N=N1, predict the reaction product. The product is: [Cl:4][C:5]1[C:6]([OH:18])=[CH:7][C:8]([OH:14])=[C:9]([CH:13]=1)[C:10]([OH:12])=[O:11]. (3) Given the reactants [NH2:1][C:2]([CH3:25])([CH3:24])[C@H:3]([NH:8][C:9](=[O:23])[C:10]1[CH:15]=[CH:14][C:13]([C:16]#[C:17][C:18]#[C:19][CH2:20][CH2:21][OH:22])=[CH:12][CH:11]=1)[C:4]([NH:6][OH:7])=[O:5].CCN(C(C)C)C(C)C.[CH3:35][C:36]1[O:40][N:39]=[C:38]([CH:41]=O)[CH:37]=1.[BH3-]C#N.[Na+].C(O)(=O)C.C(O)(C(F)(F)F)=O, predict the reaction product. The product is: [OH:7][NH:6][C:4](=[O:5])[C@@H:3]([NH:8][C:9](=[O:23])[C:10]1[CH:15]=[CH:14][C:13]([C:16]#[C:17][C:18]#[C:19][CH2:20][CH2:21][OH:22])=[CH:12][CH:11]=1)[C:2]([CH3:25])([NH:1][CH2:41][C:38]1[CH:37]=[C:36]([CH3:35])[O:40][N:39]=1)[CH3:24]. (4) Given the reactants [F:1][C:2]1[C:7]([O:8][CH3:9])=[CH:6][C:5]([O:10][CH3:11])=[C:4]([F:12])[C:3]=1[C:13]1[C:22]2[N:21]=[CH:20][CH:19]=[N:18][C:17]=2[C:16]([C:23](O)=[O:24])=[CH:15][CH:14]=1.[CH2:26]([N:28]1[CH2:33][CH2:32][N:31]([CH2:34][C:35]2[CH:36]=[CH:37][C:38]([NH2:41])=[N:39][CH:40]=2)[CH2:30][CH2:29]1)[CH3:27].CN(C(ON1N=NC2C=CC=CC1=2)=[N+](C)C)C.[B-](F)(F)(F)F, predict the reaction product. The product is: [CH2:26]([N:28]1[CH2:29][CH2:30][N:31]([CH2:34][C:35]2[CH:36]=[CH:37][C:38]([NH:41][C:23]([C:16]3[C:17]4[N:18]=[CH:19][CH:20]=[N:21][C:22]=4[C:13]([C:3]4[C:4]([F:12])=[C:5]([O:10][CH3:11])[CH:6]=[C:7]([O:8][CH3:9])[C:2]=4[F:1])=[CH:14][CH:15]=3)=[O:24])=[N:39][CH:40]=2)[CH2:32][CH2:33]1)[CH3:27]. (5) Given the reactants [NH2:1][C:2]1[CH:3]=[CH:4][C:5]([CH2:8][CH2:9][N:10]2[C:15]3[N:16]=[C:17]([NH:20][CH3:21])[N:18]=[CH:19][C:14]=3[CH:13]=[C:12]([C:22]3[CH:27]=[C:26]([O:28][CH3:29])[CH:25]=[C:24]([O:30][CH3:31])[C:23]=3[Cl:32])[C:11]2=[O:33])=[N:6][CH:7]=1.[C:34](Cl)(=[O:37])[CH:35]=[CH2:36], predict the reaction product. The product is: [Cl:32][C:23]1[C:24]([O:30][CH3:31])=[CH:25][C:26]([O:28][CH3:29])=[CH:27][C:22]=1[C:12]1[C:11](=[O:33])[N:10]([CH2:9][CH2:8][C:5]2[N:6]=[CH:7][C:2]([NH:1][C:34](=[O:37])[CH:35]=[CH2:36])=[CH:3][CH:4]=2)[C:15]2[N:16]=[C:17]([NH:20][CH3:21])[N:18]=[CH:19][C:14]=2[CH:13]=1. (6) The product is: [O:20]=[S:2]1(=[O:1])[C:6]2[CH:7]=[C:8]([NH:11][C:12]([N:34]3[CH2:33][CH2:32][N:31]([C:29]4[S:28][N:27]=[C:26]([C:22]5[S:21][CH:25]=[CH:24][CH:23]=5)[N:30]=4)[CH2:36][CH2:35]3)=[O:19])[CH:9]=[CH:10][C:5]=2[CH:4]=[CH:3]1. Given the reactants [O:1]=[S:2]1(=[O:20])[C:6]2[CH:7]=[C:8]([NH:11][C:12](=[O:19])OCC(Cl)(Cl)Cl)[CH:9]=[CH:10][C:5]=2[CH:4]=[CH:3]1.[S:21]1[CH:25]=[CH:24][CH:23]=[C:22]1[C:26]1[N:30]=[C:29]([N:31]2[CH2:36][CH2:35][NH:34][CH2:33][CH2:32]2)[S:28][N:27]=1.C(N(C(C)C)CC)(C)C.O, predict the reaction product.